From a dataset of Full USPTO retrosynthesis dataset with 1.9M reactions from patents (1976-2016). Predict the reactants needed to synthesize the given product. (1) Given the product [C:1]([C@@:18]1([N:26]2[C:36]3[N:35]=[C:33]([NH2:34])[NH:32][C:30](=[O:31])[C:29]=3[N:28]=[C:27]2[SH:37])[O:25][C@H:22]([CH2:23][OH:24])[C@@H:20]([OH:21])[CH2:19]1)(=[O:17])[CH2:2][CH2:3][CH2:4][CH2:5][CH2:6][CH2:7][CH2:8][CH2:9][CH2:10][CH2:11][CH2:12][CH2:13][CH2:14][CH2:15][CH3:16], predict the reactants needed to synthesize it. The reactants are: [C:1]([C@@:18]1([N:26]2[C:36]3[N:35]=[C:33]([NH2:34])[NH:32][C:30](=[O:31])[C:29]=3[N:28]=[CH:27]2)[O:25][C@H:22]([CH2:23][OH:24])[C@@H:20]([OH:21])[CH2:19]1)(=[O:17])[CH2:2][CH2:3][CH2:4][CH2:5][CH2:6][CH2:7][CH2:8][CH2:9][CH2:10][CH2:11][CH2:12][CH2:13][CH2:14][CH2:15][CH3:16].[SH:37]C1N(C2N=C(N)NC(=O)C=2N=1)[C@@H]1O[C@H](CO)[C@@H](O)[C@H]1O.O.[C@@H]1(N2C3N=C(N)NC(=O)C=3N=C2)O[C@H](CO)[C@@H](O)C1. (2) Given the product [NH2:37][C:35]1[CH:36]=[CH:31][CH:32]=[CH:33][C:34]=1[NH:39][C:11]([C:9]1[S:10][C:6]2[CH:5]=[CH:4][C:3]([CH2:1][NH:28][CH2:21][C:22]3[CH:27]=[CH:26][CH:25]=[CH:24][CH:23]=3)=[CH:16][C:7]=2[CH:8]=1)=[O:13], predict the reactants needed to synthesize it. The reactants are: [CH:1]([C:3]1[CH:4]=[CH:5][C:6]2[S:10][C:9]([C:11]([O:13]CC)=O)=[CH:8][C:7]=2[CH:16]=1)=O.C(O)(=O)C.[CH2:21]([NH2:28])[C:22]1[CH:27]=[CH:26][CH:25]=[CH:24][CH:23]=1.[Li+].[OH-].[CH:31]1[CH:32]=[CH:33][C:34]2[N:39](O)N=[N:37][C:35]=2[CH:36]=1.C1(N)C=CC=CC=1N. (3) Given the product [CH2:24]1[C:25]2[C:30](=[CH:29][CH:28]=[CH:27][CH:26]=2)[CH2:31][CH2:32][CH:23]1[CH2:21][NH:20][CH2:19][CH2:18][CH2:17][CH2:16][CH2:15][CH2:14][NH:13][S:10]([C:5]1[CH:6]=[CH:7][CH:8]=[CH:9][C:4]=1[NH2:1])(=[O:12])=[O:11], predict the reactants needed to synthesize it. The reactants are: [N+:1]([C:4]1[CH:9]=[CH:8][CH:7]=[CH:6][C:5]=1[S:10]([NH:13][CH2:14][CH2:15][CH2:16][CH2:17][CH2:18][CH2:19][NH:20][C:21]([CH:23]1[CH2:32][CH2:31][C:30]2[C:25](=[CH:26][CH:27]=[CH:28][CH:29]=2)[CH2:24]1)=O)(=[O:12])=[O:11])([O-])=O.B. (4) Given the product [Cl:30][C:11]1[C:12]2[CH2:18][N:17]([C:19]3[N:23]([CH3:24])[N:22]=[C:21]([CH:25]([CH3:27])[CH3:26])[CH:20]=3)[CH2:16][CH2:15][C:13]=2[N:14]=[C:9]([C:3]2[C:4]([CH3:8])=[CH:5][CH:6]=[CH:7][C:2]=2[CH3:1])[N:10]=1, predict the reactants needed to synthesize it. The reactants are: [CH3:1][C:2]1[CH:7]=[CH:6][CH:5]=[C:4]([CH3:8])[C:3]=1[C:9]1[N:10]=[C:11](O)[C:12]2[CH2:18][N:17]([C:19]3[N:23]([CH3:24])[N:22]=[C:21]([CH:25]([CH3:27])[CH3:26])[CH:20]=3)[CH2:16][CH2:15][C:13]=2[N:14]=1.[Cl-].[Cl:30]C(=[N+](C)C)C.C([O-])(O)=O.[Na+].